Dataset: Forward reaction prediction with 1.9M reactions from USPTO patents (1976-2016). Task: Predict the product of the given reaction. Given the reactants [Cl:1][C:2]1[S:10][C:9]2[S:8](=[O:12])(=[O:11])[N:7]=[C:6](F)[NH:5][C:4]=2[CH:3]=1.Cl.[CH3:15][C:16]1([NH2:20])[CH2:19][CH2:18][CH2:17]1.C(N(CC)CC)C, predict the reaction product. The product is: [Cl:1][C:2]1[S:10][C:9]2[S:8](=[O:12])(=[O:11])[N:7]=[C:6]([NH:20][C:16]3([CH3:15])[CH2:19][CH2:18][CH2:17]3)[NH:5][C:4]=2[CH:3]=1.